Predict the reactants needed to synthesize the given product. From a dataset of Full USPTO retrosynthesis dataset with 1.9M reactions from patents (1976-2016). Given the product [Br-:25].[F:35][C:31]1[CH:30]=[C:29]([C:27](=[O:28])[CH2:26][N+:13]23[CH2:14][CH2:15][CH:16]([CH2:17][CH2:18]2)[C@@H:11]([O:10][C:8](=[O:9])[C:7]([N:1]2[CH2:2][CH2:3][CH2:4][CH2:5][CH2:6]2)([C:20]2[S:21][CH:22]=[CH:23][CH:24]=2)[CH3:19])[CH2:12]3)[CH:34]=[CH:33][CH:32]=1, predict the reactants needed to synthesize it. The reactants are: [N:1]1([C:7]([C:20]2[S:21][CH:22]=[CH:23][CH:24]=2)([CH3:19])[C:8]([O:10][C@@H:11]2[CH:16]3[CH2:17][CH2:18][N:13]([CH2:14][CH2:15]3)[CH2:12]2)=[O:9])[CH2:6][CH2:5][CH2:4][CH2:3][CH2:2]1.[Br:25][CH2:26][C:27]([C:29]1[CH:34]=[CH:33][CH:32]=[C:31]([F:35])[CH:30]=1)=[O:28].